This data is from Full USPTO retrosynthesis dataset with 1.9M reactions from patents (1976-2016). The task is: Predict the reactants needed to synthesize the given product. (1) Given the product [F:17][C:6]1[CH:7]=[C:2]([F:1])[CH:3]=[CH:4][C:5]=1[C:8]1[N:9]=[CH:10][N:11]2[CH2:16][CH2:15][NH:14][CH2:13][C:12]=12, predict the reactants needed to synthesize it. The reactants are: [F:1][C:2]1[CH:7]=[CH:6][C:5]([C:8]2[N:9]=[CH:10][N:11]3[CH2:16][CH2:15][NH:14][CH2:13][C:12]=23)=[CH:4][CH:3]=1.[F:17]C1C=C(F)C=CC=1B(O)O. (2) Given the product [CH:1]([N:3]([CH2:10]/[CH:11]=[CH:12]/[C:13]([O:15][CH2:16][CH3:17])=[O:14])[CH:4]=[O:5])=[O:2], predict the reactants needed to synthesize it. The reactants are: [CH:1]([N-:3][CH:4]=[O:5])=[O:2].[Na+].[Na+].[I-].Br[CH2:10]/[CH:11]=[CH:12]/[C:13]([O:15][CH2:16][CH3:17])=[O:14]. (3) Given the product [CH:6]([C:5]1[CH:8]=[CH:9][C:2]([O:1][CH2:17][CH2:18][CH2:19][C:20]#[N:21])=[CH:3][CH:4]=1)=[O:7], predict the reactants needed to synthesize it. The reactants are: [OH:1][C:2]1[CH:9]=[CH:8][C:5]([CH:6]=[O:7])=[CH:4][CH:3]=1.C([O-])([O-])=O.[K+].[K+].Br[CH2:17][CH2:18][CH2:19][C:20]#[N:21].